From a dataset of Peptide-MHC class II binding affinity with 134,281 pairs from IEDB. Regression. Given a peptide amino acid sequence and an MHC pseudo amino acid sequence, predict their binding affinity value. This is MHC class II binding data. The peptide sequence is GELQIVDKIDAAFKW. The MHC is DRB3_0202 with pseudo-sequence DRB3_0202. The binding affinity (normalized) is 0.286.